This data is from Forward reaction prediction with 1.9M reactions from USPTO patents (1976-2016). The task is: Predict the product of the given reaction. (1) Given the reactants [CH2:1]([O:8][C:9]1[CH:10]=[C:11]([CH:15]2[CH2:19][NH:18][C:17](=[O:20])[CH2:16]2)[CH:12]=[CH:13][CH:14]=1)[C:2]1[CH:7]=[CH:6][CH:5]=[CH:4][CH:3]=1.Br[C:22]1[CH:23]=[C:24]([CH:27]=[CH:28][CH:29]=1)[C:25]#[N:26].P([O-])([O-])([O-])=O.[K+].[K+].[K+].[C@@H]1(N)CCCC[C@H]1N, predict the reaction product. The product is: [CH2:1]([O:8][C:9]1[CH:10]=[C:11]([CH:15]2[CH2:19][N:18]([C:22]3[CH:23]=[C:24]([CH:27]=[CH:28][CH:29]=3)[C:25]#[N:26])[C:17](=[O:20])[CH2:16]2)[CH:12]=[CH:13][CH:14]=1)[C:2]1[CH:3]=[CH:4][CH:5]=[CH:6][CH:7]=1. (2) Given the reactants Cl[C:2]1[C:3]2[CH:12]=[C:11]([CH2:13][CH3:14])[NH:10][C:4]=2[N:5]=[C:6]([S:8][CH3:9])[N:7]=1.[O-:15][CH2:16][CH3:17].[Na+], predict the reaction product. The product is: [CH2:16]([O:15][C:2]1[C:3]2[CH:12]=[C:11]([CH2:13][CH3:14])[NH:10][C:4]=2[N:5]=[C:6]([S:8][CH3:9])[N:7]=1)[CH3:17]. (3) Given the reactants [CH3:1][C:2]1[N:3]=[C:4]([C:12]2[CH:17]=[CH:16][CH:15]=[CH:14][CH:13]=2)[S:5][C:6]=1[C:7]([O:9][CH2:10][CH3:11])=[O:8].[Br:18]N1C(=O)CCC1=O, predict the reaction product. The product is: [Br:18][CH2:1][C:2]1[N:3]=[C:4]([C:12]2[CH:17]=[CH:16][CH:15]=[CH:14][CH:13]=2)[S:5][C:6]=1[C:7]([O:9][CH2:10][CH3:11])=[O:8]. (4) Given the reactants [CH2:1]([O:8][C@@H:9]1[CH2:31][C@@H:30]2[C@:25]([CH3:39])([CH2:26][CH2:27][C@H:28]([O:32][CH:33]3[CH2:38][CH2:37][CH2:36][CH2:35][O:34]3)[CH2:29]2)[C@@H:24]2[C@@H:10]1[C@H:11]1[C@:21]([CH3:40])([CH2:22][CH2:23]2)[C@@H:14]([C@H:15]([CH3:20])[CH2:16][CH2:17][CH:18]=[O:19])[CH2:13][CH2:12]1)[C:2]1[CH:7]=[CH:6][CH:5]=[CH:4][CH:3]=1.[CH:41]([Mg]Cl)([CH3:43])[CH3:42].[NH4+].[Cl-], predict the reaction product. The product is: [CH2:1]([O:8][C@@H:9]1[CH2:31][CH:30]2[C@:25]([CH3:39])([CH2:26][CH2:27][C@H:28]([O:32][CH:33]3[CH2:38][CH2:37][CH2:36][CH2:35][O:34]3)[CH2:29]2)[C@@H:24]2[C@@H:10]1[C@H:11]1[C@:21]([CH3:40])([CH2:22][CH2:23]2)[C@@H:14]([C@H:15]([CH3:20])[CH2:16][CH2:17][CH:18]([OH:19])[CH:41]([CH3:43])[CH3:42])[CH2:13][CH2:12]1)[C:2]1[CH:3]=[CH:4][CH:5]=[CH:6][CH:7]=1.